From a dataset of Forward reaction prediction with 1.9M reactions from USPTO patents (1976-2016). Predict the product of the given reaction. (1) Given the reactants [CH3:1][N:2]([CH3:24])[C:3](=[O:23])[CH2:4][C:5]1[CH:10]=[C:9]([CH2:11][CH3:12])[CH:8]=[CH:7][C:6]=1[NH:13][C:14]1[C:19]([F:20])=[CH:18][C:17]([Cl:21])=[CH:16][C:15]=1Br.[CH3:25]N(C=O)C.C1(C)C=CC=CC=1P(C1C=CC=CC=1C)C1C=CC=CC=1C.C[Sn](C)(C)C, predict the reaction product. The product is: [CH3:1][N:2]([CH3:24])[C:3](=[O:23])[CH2:4][C:5]1[CH:10]=[C:9]([CH2:11][CH3:12])[CH:8]=[CH:7][C:6]=1[NH:13][C:14]1[C:15]([CH3:25])=[CH:16][C:17]([Cl:21])=[CH:18][C:19]=1[F:20]. (2) Given the reactants C(OC(=O)[NH:7][C:8]1([CH2:16][CH2:17][C:18]2[CH:23]=[CH:22][C:21]([S:24][CH2:25][CH2:26][CH2:27][CH2:28][CH2:29][CH2:30][CH2:31][CH3:32])=[C:20]([C:33]([F:36])([F:35])[F:34])[CH:19]=2)[CH2:13][O:12]C(C)(C)[O:10][CH2:9]1)(C)(C)C.[ClH:38], predict the reaction product. The product is: [ClH:38].[NH2:7][C:8]([CH2:16][CH2:17][C:18]1[CH:23]=[CH:22][C:21]([S:24][CH2:25][CH2:26][CH2:27][CH2:28][CH2:29][CH2:30][CH2:31][CH3:32])=[C:20]([C:33]([F:36])([F:34])[F:35])[CH:19]=1)([CH2:9][OH:10])[CH2:13][OH:12]. (3) Given the reactants [CH2:1]([O:3][C:4]([C:6]1[N:11]=[CH:10][C:9]2[N:12]=[C:13]([C:15]3[CH:20]=[CH:19][CH:18]=[CH:17][CH:16]=3)[S:14][C:8]=2[C:7]=1[OH:21])=[O:5])[CH3:2].CC1C=C(C)N=C(C)C=1.CC1C([IH+:38])=C(C)N=C(C)C=1.F[P-](F)(F)(F)(F)F, predict the reaction product. The product is: [CH2:1]([O:3][C:4]([C:6]1[N:11]=[C:10]([I:38])[C:9]2[N:12]=[C:13]([C:15]3[CH:16]=[CH:17][CH:18]=[CH:19][CH:20]=3)[S:14][C:8]=2[C:7]=1[OH:21])=[O:5])[CH3:2]. (4) Given the reactants [CH2:1]([O:3][C:4](=[O:32])[CH2:5][S:6][C:7]1[NH:8][C:9](=O)[C:10]2[S:15][C:14]([N:16]3[CH2:21][CH2:20][CH:19]([O:22][C:23]4[CH:28]=[C:27]([F:29])[CH:26]=[CH:25][C:24]=4[Br:30])[CH2:18][CH2:17]3)=[N:13][C:11]=2[N:12]=1)[CH3:2].CN(C=O)C.C(Cl)(=O)C([Cl:41])=O, predict the reaction product. The product is: [CH2:1]([O:3][C:4](=[O:32])[CH2:5][S:6][C:7]1[N:8]=[C:9]([Cl:41])[C:10]2[S:15][C:14]([N:16]3[CH2:21][CH2:20][CH:19]([O:22][C:23]4[CH:28]=[C:27]([F:29])[CH:26]=[CH:25][C:24]=4[Br:30])[CH2:18][CH2:17]3)=[N:13][C:11]=2[N:12]=1)[CH3:2]. (5) Given the reactants [Br:1][C:2]1[CH:3]=[CH:4][C:5]([NH2:8])=[N:6][CH:7]=1.[F:9][C:10]([F:21])([F:20])[C:11]1[CH:12]=[C:13]([N:17]=[C:18]=[O:19])[CH:14]=[CH:15][CH:16]=1, predict the reaction product. The product is: [Br:1][C:2]1[CH:3]=[CH:4][C:5]([NH:8][C:18]([NH:17][C:13]2[CH:14]=[CH:15][CH:16]=[C:11]([C:10]([F:9])([F:20])[F:21])[CH:12]=2)=[O:19])=[N:6][CH:7]=1. (6) Given the reactants [CH2-:1][C:2]([CH3:4])=[O:3].[NH2:5][CH2:6][C@@H:7]1[C@H:11]([OH:12])[C@H:10]([OH:13])[C@H:9]([N:14]2[CH:22]=[N:21][C:20]3[C:15]2=[N:16][CH:17]=[N:18][C:19]=3[CH:23]2[CH2:27][CH2:26][O:25][CH2:24]2)[O:8]1.C([N:30]([CH2:33]C)[CH2:31][CH3:32])C.[CH2:35]([OH:37])[CH3:36], predict the reaction product. The product is: [CH2-:1][C:2]([CH3:4])=[O:3].[O:37]1[C:35]2[CH:36]=[CH:1][CH:2]=[CH:32][C:31]=2[N:30]=[C:33]1[NH:5][CH2:6][C@@H:7]1[C@H:11]([OH:12])[C@H:10]([OH:13])[C@H:9]([N:14]2[CH:22]=[N:21][C:20]3[C:15]2=[N:16][CH:17]=[N:18][C:19]=3[CH:23]2[CH2:27][CH2:26][O:25][CH2:24]2)[O:8]1. (7) Given the reactants [Br:1][C:2]1[CH:11]=[C:10]2[C:5]([CH2:6][C:7]([CH2:14][O:15][Si:16]([C:19]([CH3:22])([CH3:21])[CH3:20])([CH3:18])[CH3:17])([CH3:13])[CH2:8][C:9]2=O)=[CH:4][CH:3]=1.[C:23](=[O:26])([O-])[O-].[NH4+:27].[NH4+:28].[C-]#N.[K+].S([O-])(O)=O.[Na+].[NH4+].[Cl-].CCO[C:42](C)=[O:43], predict the reaction product. The product is: [Br:1][C:2]1[CH:11]=[C:10]2[C:5]([CH2:6][C:7]([CH2:14][O:15][Si:16]([C:19]([CH3:21])([CH3:20])[CH3:22])([CH3:17])[CH3:18])([CH3:13])[CH2:8][C:9]32[C:42](=[O:43])[NH:28][C:23](=[O:26])[NH:27]3)=[CH:4][CH:3]=1. (8) Given the reactants [NH2:1][C:2]1[N:6]([CH3:7])[N:5]=[C:4]([CH3:8])[C:3]=1[C:9]1[CH:14]=[CH:13][C:12]([F:15])=[CH:11][CH:10]=1.N1C=CC=CC=1.Cl[C:23](Cl)([O:25]C(=O)OC(Cl)(Cl)Cl)Cl.[Cl-].[Al+3].[Cl-].[Cl-], predict the reaction product. The product is: [F:15][C:12]1[CH:11]=[CH:10][C:9]2[C:3]3[C:4]([CH3:8])=[N:5][N:6]([CH3:7])[C:2]=3[NH:1][C:23](=[O:25])[C:14]=2[CH:13]=1.